Dataset: Catalyst prediction with 721,799 reactions and 888 catalyst types from USPTO. Task: Predict which catalyst facilitates the given reaction. Reactant: O.O.P([O-])([O-])(O)=O.[Na+].[Na+].O.O.P([O-])(O)(O)=O.[Na+].[C:18]([NH:21][CH:22]([CH2:28][C:29]1[CH:34]=[CH:33][C:32]([CH2:35][CH3:36])=[C:31]([CH2:37][CH3:38])[CH:30]=1)[C:23]([O:25][CH2:26][CH3:27])=[O:24])(=[O:20])[CH3:19].[OH-].[Na+]. Product: [C:18]([NH:21][C@H:22]([CH2:28][C:29]1[CH:34]=[CH:33][C:32]([CH2:35][CH3:36])=[C:31]([CH2:37][CH3:38])[CH:30]=1)[C:23]([O:25][CH2:26][CH3:27])=[O:24])(=[O:20])[CH3:19]. The catalyst class is: 283.